Dataset: NCI-60 drug combinations with 297,098 pairs across 59 cell lines. Task: Regression. Given two drug SMILES strings and cell line genomic features, predict the synergy score measuring deviation from expected non-interaction effect. Drug 1: C1C(C(OC1N2C=C(C(=O)NC2=O)F)CO)O. Drug 2: CCC1=C2CN3C(=CC4=C(C3=O)COC(=O)C4(CC)O)C2=NC5=C1C=C(C=C5)O. Cell line: SNB-75. Synergy scores: CSS=18.2, Synergy_ZIP=-6.18, Synergy_Bliss=-4.86, Synergy_Loewe=-15.8, Synergy_HSA=-3.02.